Dataset: NCI-60 drug combinations with 297,098 pairs across 59 cell lines. Task: Regression. Given two drug SMILES strings and cell line genomic features, predict the synergy score measuring deviation from expected non-interaction effect. (1) Drug 1: CC1=C(C=C(C=C1)NC2=NC=CC(=N2)N(C)C3=CC4=NN(C(=C4C=C3)C)C)S(=O)(=O)N.Cl. Drug 2: CCCCCOC(=O)NC1=NC(=O)N(C=C1F)C2C(C(C(O2)C)O)O. Cell line: CAKI-1. Synergy scores: CSS=-0.755, Synergy_ZIP=-5.27, Synergy_Bliss=-11.5, Synergy_Loewe=-26.5, Synergy_HSA=-9.87. (2) Cell line: HL-60(TB). Synergy scores: CSS=58.6, Synergy_ZIP=-1.24, Synergy_Bliss=-0.472, Synergy_Loewe=-2.74, Synergy_HSA=0.203. Drug 1: CC(CN1CC(=O)NC(=O)C1)N2CC(=O)NC(=O)C2. Drug 2: CNC(=O)C1=NC=CC(=C1)OC2=CC=C(C=C2)NC(=O)NC3=CC(=C(C=C3)Cl)C(F)(F)F. (3) Drug 2: C1=CC(=CC=C1CCC2=CNC3=C2C(=O)NC(=N3)N)C(=O)NC(CCC(=O)O)C(=O)O. Cell line: SW-620. Drug 1: CS(=O)(=O)C1=CC(=C(C=C1)C(=O)NC2=CC(=C(C=C2)Cl)C3=CC=CC=N3)Cl. Synergy scores: CSS=45.9, Synergy_ZIP=9.11, Synergy_Bliss=10.0, Synergy_Loewe=-8.17, Synergy_HSA=8.18. (4) Drug 1: C1=NC2=C(N=C(N=C2N1C3C(C(C(O3)CO)O)F)Cl)N. Drug 2: C1=CC=C(C(=C1)C(C2=CC=C(C=C2)Cl)C(Cl)Cl)Cl. Cell line: COLO 205. Synergy scores: CSS=-3.71, Synergy_ZIP=2.41, Synergy_Bliss=2.02, Synergy_Loewe=-5.01, Synergy_HSA=-4.58. (5) Drug 1: C1=CC(=CC=C1CCC2=CNC3=C2C(=O)NC(=N3)N)C(=O)NC(CCC(=O)O)C(=O)O. Drug 2: CC12CCC3C(C1CCC2O)C(CC4=C3C=CC(=C4)O)CCCCCCCCCS(=O)CCCC(C(F)(F)F)(F)F. Cell line: BT-549. Synergy scores: CSS=7.65, Synergy_ZIP=-4.44, Synergy_Bliss=-3.06, Synergy_Loewe=-8.54, Synergy_HSA=-3.56. (6) Drug 1: CC(C)(C#N)C1=CC(=CC(=C1)CN2C=NC=N2)C(C)(C)C#N. Drug 2: C1CN(CCN1C(=O)CCBr)C(=O)CCBr. Cell line: SK-OV-3. Synergy scores: CSS=1.16, Synergy_ZIP=3.86, Synergy_Bliss=4.37, Synergy_Loewe=-6.00, Synergy_HSA=-5.65.